From a dataset of Reaction yield outcomes from USPTO patents with 853,638 reactions. Predict the reaction yield, written as a fraction of the theoretical maximum amount of product (1.0 means a 100% yield; for example, 0.34 means a 34% yield). (1) The reactants are [C:1]([C:3]([C:15]#[N:16])=[CH:4][C:5]1[CH:6]=[CH:7][C:8]([OH:14])=[C:9]([CH:13]=1)[C:10]([OH:12])=O)#[N:2].[F:17][C:18]([F:31])([F:30])[C:19]1[CH:20]=[C:21]([CH:23]=[C:24]([C:26]([F:29])([F:28])[F:27])[CH:25]=1)[NH2:22]. No catalyst specified. The product is [F:17][C:18]([F:30])([F:31])[C:19]1[CH:20]=[C:21]([NH:22][C:10](=[O:12])[C:9]2[CH:13]=[C:5]([CH:4]=[C:3]([C:1]#[N:2])[C:15]#[N:16])[CH:6]=[CH:7][C:8]=2[OH:14])[CH:23]=[C:24]([C:26]([F:27])([F:29])[F:28])[CH:25]=1. The yield is 0.0910. (2) The reactants are [Br:1][C:2]1[CH:3]=[C:4]([C:8]([C:10]([C:12]2[CH:17]=[CH:16][CH:15]=[CH:14]C=2)=O)=O)[CH:5]=[CH:6][CH:7]=1.[CH3:18][NH:19][C:20]([NH2:22])=[S:21].[OH-:23].[K+].Cl.[CH3:26]S(C)=O. The catalyst is O. The product is [Br:1][C:2]1[CH:3]=[C:4]([C:8]2([C:10]3[CH:12]=[CH:17][CH:16]=[CH:15][CH:14]=3)[NH:22][C:20](=[S:21])[N:19]([CH3:26])[C:18]2=[O:23])[CH:5]=[CH:6][CH:7]=1. The yield is 1.00. (3) The reactants are Cl[C:2]1[C:7]([CH:8]([CH3:15])[CH2:9]OS(C)(=O)=O)=[C:6]([Cl:16])[N:5]=[CH:4][N:3]=1.[CH3:17][O:18][C:19]1[CH:26]=[CH:25][C:22]([CH2:23][NH2:24])=[CH:21][CH:20]=1. The catalyst is C(Cl)Cl. The product is [Cl:16][C:6]1[C:7]2[CH:8]([CH3:15])[CH2:9][N:24]([CH2:23][C:22]3[CH:25]=[CH:26][C:19]([O:18][CH3:17])=[CH:20][CH:21]=3)[C:2]=2[N:3]=[CH:4][N:5]=1. The yield is 0.990. (4) The reactants are [CH3:1][O:2][C:3]([C:5]1[C:13]([NH:14][C:15]2[CH:20]=[CH:19][CH:18]=[CH:17][C:16]=2[CH3:21])=[C:12]([F:22])[C:8]2[NH:9][CH:10]=[N:11][C:7]=2[CH:6]=1)=[O:4].CO.C1C(=O)N([I:32])C(=O)C1.CC1C=CC(S(O)(=O)=O)=CC=1.O. The catalyst is C1COCC1.C(Cl)Cl. The product is [CH3:1][O:2][C:3]([C:5]1[C:13]([NH:14][C:15]2[CH:20]=[CH:19][C:18]([I:32])=[CH:17][C:16]=2[CH3:21])=[C:12]([F:22])[C:8]2[NH:9][CH:10]=[N:11][C:7]=2[CH:6]=1)=[O:4]. The yield is 0.690. (5) The reactants are [C:1]([C:3]1[CH:8]=[CH:7][C:6]([NH:9][C:10]([C:12]2[S:13][CH:14]=[CH:15][CH:16]=2)=[O:11])=[CH:5][CH:4]=1)#[CH:2].Br[C:18]1[CH:19]=[N:20][CH:21]=[C:22]([CH:35]=1)[C:23]([N:25]=[S@@:26]([CH3:34])(=[O:33])[C:27]1[CH:32]=[CH:31][CH:30]=[CH:29][CH:28]=1)=[O:24].CCN(CC)CC. The catalyst is Cl[Pd](Cl)([P](C1C=CC=CC=1)(C1C=CC=CC=1)C1C=CC=CC=1)[P](C1C=CC=CC=1)(C1C=CC=CC=1)C1C=CC=CC=1.[Cu]I.CCOC(C)=O. The product is [CH3:34][S@:26](=[O:33])([C:27]1[CH:32]=[CH:31][CH:30]=[CH:29][CH:28]=1)=[N:25][C:23](=[O:24])[C:22]1[CH:35]=[C:18]([C:2]#[C:1][C:3]2[CH:4]=[CH:5][C:6]([NH:9][C:10]([C:12]3[S:13][CH:14]=[CH:15][CH:16]=3)=[O:11])=[CH:7][CH:8]=2)[CH:19]=[N:20][CH:21]=1. The yield is 0.610. (6) The reactants are Br[C:2]1[CH:9]=[C:8]([N:10]2[C:18]3[CH2:17][C:16]([CH3:20])([CH3:19])[CH2:15][C:14](=[O:21])[C:13]=3[C:12]([CH3:22])=[CH:11]2)[CH:7]=[CH:6][C:3]=1[C:4]#[N:5].[NH2:23][CH:24]1[CH2:29][CH2:28][O:27][CH2:26][CH2:25]1.CC(C)([O-:33])C.[Na+]. The catalyst is C1(C)C=CC=CC=1.C([O-])(=O)C.[Pd+2].C([O-])(=O)C.C1(P(C2C=CC=CC=2)[C-]2C=CC=C2)C=CC=CC=1.[C-]1(P(C2C=CC=CC=2)C2C=CC=CC=2)C=CC=C1.[Fe+2]. The product is [O:27]1[CH2:28][CH2:29][CH:24]([NH:23][C:2]2[CH:9]=[C:8]([N:10]3[C:18]4[CH2:17][C:16]([CH3:20])([CH3:19])[CH2:15][C:14](=[O:21])[C:13]=4[C:12]([CH3:22])=[CH:11]3)[CH:7]=[CH:6][C:3]=2[C:4]([NH2:5])=[O:33])[CH2:25][CH2:26]1. The yield is 0.360. (7) The reactants are Br[C:2]1[S:3][C:4]([C:8]([O:10][CH2:11][CH3:12])=[O:9])=[C:5]([CH3:7])[N:6]=1.[Cl:13][C:14]1[CH:19]=[CH:18][C:17](B(O)O)=[CH:16][N:15]=1.C(=O)([O-])[O-].[K+].[K+]. The catalyst is C1(C)C=CC=CC=1.C(O)C.C1C=CC([P]([Pd]([P](C2C=CC=CC=2)(C2C=CC=CC=2)C2C=CC=CC=2)([P](C2C=CC=CC=2)(C2C=CC=CC=2)C2C=CC=CC=2)[P](C2C=CC=CC=2)(C2C=CC=CC=2)C2C=CC=CC=2)(C2C=CC=CC=2)C2C=CC=CC=2)=CC=1. The product is [Cl:13][C:14]1[N:15]=[CH:16][C:17]([C:2]2[S:3][C:4]([C:8]([O:10][CH2:11][CH3:12])=[O:9])=[C:5]([CH3:7])[N:6]=2)=[CH:18][CH:19]=1. The yield is 0.690.